From a dataset of NCI-60 drug combinations with 297,098 pairs across 59 cell lines. Regression. Given two drug SMILES strings and cell line genomic features, predict the synergy score measuring deviation from expected non-interaction effect. Drug 1: C1=NC2=C(N=C(N=C2N1C3C(C(C(O3)CO)O)O)F)N. Drug 2: CN1C2=C(C=C(C=C2)N(CCCl)CCCl)N=C1CCCC(=O)O.Cl. Cell line: SF-295. Synergy scores: CSS=5.17, Synergy_ZIP=-1.61, Synergy_Bliss=1.93, Synergy_Loewe=-0.863, Synergy_HSA=0.812.